From a dataset of Catalyst prediction with 721,799 reactions and 888 catalyst types from USPTO. Predict which catalyst facilitates the given reaction. (1) Reactant: [C:1]([O:5][C:6]([N:8]1[CH:12]=[CH:11][C:10]([C:13]2[CH:18]=[CH:17][C:16]([S:19]([C:22]3[CH:27]=[CH:26][CH:25]=[C:24]([F:28])[CH:23]=3)(=[O:21])=[O:20])=[CH:15][C:14]=2[C:29]([O:31][CH2:32][CH3:33])=[O:30])=[CH:9]1)=[O:7])([CH3:4])([CH3:3])[CH3:2].[H][H]. Product: [C:1]([O:5][C:6]([N:8]1[CH2:12][CH2:11][CH:10]([C:13]2[CH:18]=[CH:17][C:16]([S:19]([C:22]3[CH:27]=[CH:26][CH:25]=[C:24]([F:28])[CH:23]=3)(=[O:21])=[O:20])=[CH:15][C:14]=2[C:29]([O:31][CH2:32][CH3:33])=[O:30])[CH2:9]1)=[O:7])([CH3:4])([CH3:3])[CH3:2]. The catalyst class is: 105. (2) Product: [CH2:1]([O:3][C:4]([C:5]1[S:43][C:9]([C:11]2[C:12]([NH:29][CH:30]([CH3:32])[CH3:31])=[N:13][C:14]([C:17]3[CH:22]=[CH:21][CH:20]=[C:19]([C:23]4[CH:24]=[N:25][N:26]([CH3:28])[CH:27]=4)[CH:18]=3)=[N:15][CH:16]=2)=[N:8][N:7]=1)=[O:33])[CH3:2]. The catalyst class is: 56. Reactant: [CH2:1]([O:3][C:4](=[O:33])[C:5]([NH:7][NH:8][C:9]([C:11]1[C:12]([NH:29][CH:30]([CH3:32])[CH3:31])=[N:13][C:14]([C:17]2[CH:22]=[CH:21][CH:20]=[C:19]([C:23]3[CH:24]=[N:25][N:26]([CH3:28])[CH:27]=3)[CH:18]=2)=[N:15][CH:16]=1)=O)=O)[CH3:2].COC1C=CC(P2(=S)SP(=S)(C3C=CC(OC)=CC=3)[S:43]2)=CC=1. (3) Reactant: [C:1]([C:4]1[C:12]2[C:7](=[CH:8][CH:9]=[C:10]([NH:13][C:14]3[CH:15]=[N:16][CH:17]=[N:18][CH:19]=3)[CH:11]=2)[N:6]([CH2:20][C:21]([N:23]2[CH2:27][C@H:26]([F:28])[CH2:25][C@H:24]2[C:29]([NH:31][C:32]2[C:33]([F:45])=[C:34]([C:38]3[CH:43]=[CH:42][CH:41]=[CH:40][C:39]=3[Cl:44])[CH:35]=[CH:36][CH:37]=2)=[O:30])=[O:22])[CH:5]=1)(=[O:3])[CH3:2].C(=O)([O-])[O-].[Cs+].[Cs+].[C:52]([O:58][CH2:59]Cl)(=[O:57])[C:53]([CH3:56])([CH3:55])[CH3:54]. Product: [C:52]([O:58][CH2:59][N:13]([C:10]1[CH:11]=[C:12]2[C:7](=[CH:8][CH:9]=1)[N:6]([CH2:20][C:21]([N:23]1[CH2:27][C@H:26]([F:28])[CH2:25][C@H:24]1[C:29](=[O:30])[NH:31][C:32]1[C:33]([F:45])=[C:34]([C:38]3[CH:43]=[CH:42][CH:41]=[CH:40][C:39]=3[Cl:44])[CH:35]=[CH:36][CH:37]=1)=[O:22])[CH:5]=[C:4]2[C:1](=[O:3])[CH3:2])[C:14]1[CH:19]=[N:18][CH:17]=[N:16][CH:15]=1)(=[O:57])[C:53]([CH3:56])([CH3:55])[CH3:54]. The catalyst class is: 3. (4) Reactant: [CH3:1][O:2][C:3]1[CH:8]=[C:7]([CH3:9])[C:6]([S:10](Cl)(=[O:12])=[O:11])=[C:5]([CH3:14])[C:4]=1[CH3:15].[CH3:16][NH:17][CH2:18][CH2:19][C:20]#[N:21].C(N(CC)CC)C.C(OCC)(=O)C. Product: [C:20]([CH2:19][CH2:18][N:17]([CH3:16])[S:10]([C:6]1[C:7]([CH3:9])=[CH:8][C:3]([O:2][CH3:1])=[C:4]([CH3:15])[C:5]=1[CH3:14])(=[O:12])=[O:11])#[N:21]. The catalyst class is: 1. (5) Reactant: C([O:9][CH2:10][CH2:11][N:12]1[C:20]2[C:19](Cl)=[N:18][CH:17]=[N:16][C:15]=2[CH:14]=[CH:13]1)(=O)C1C=CC=CC=1.[Cl:22][C:23]1[CH:24]=[C:25]([CH:27]=[CH:28][C:29]=1[O:30][C:31]1[CH:36]=[CH:35][CH:34]=[C:33]([C:37]([F:44])([F:43])[CH2:38][C:39]([CH3:42])([CH3:41])[CH3:40])[CH:32]=1)[NH2:26].C(O)(C)C.[OH-].[Na+]. Product: [Cl:22][C:23]1[CH:24]=[C:25]([NH:26][C:19]2[C:20]3[N:12]([CH2:11][CH2:10][OH:9])[CH:13]=[CH:14][C:15]=3[N:16]=[CH:17][N:18]=2)[CH:27]=[CH:28][C:29]=1[O:30][C:31]1[CH:36]=[CH:35][CH:34]=[C:33]([C:37]([F:44])([F:43])[CH2:38][C:39]([CH3:42])([CH3:40])[CH3:41])[CH:32]=1. The catalyst class is: 83. (6) Reactant: C(Cl)CCl.C1C=CC2N(O)N=NC=2C=1.CCN(C(C)C)C(C)C.[CH3:24][O:25][C:26]([CH:28]1[CH2:32][C:31]2([S:37][CH2:36][CH2:35][CH2:34][S:33]2)[CH2:30][N:29]1C(=O)C(N)C(C)(C)C)=[O:27]. Product: [CH3:24][O:25][C:26]([CH:28]1[CH2:32][C:31]2([S:33][CH2:34][CH2:35][CH2:36][S:37]2)[CH2:30][NH:29]1)=[O:27]. The catalyst class is: 2. (7) Reactant: [NH:1]1[C:10]2[C:5](=[CH:6][CH:7]=[CH:8][CH:9]=2)[CH2:4][CH2:3][CH2:2]1.Br[CH2:12][CH2:13][CH2:14][C:15]([O:17][CH2:18][CH3:19])=[O:16].C(=O)([O-])[O-].[K+].[K+].O. Product: [N:1]1([CH2:12][CH2:13][CH2:14][C:15]([O:17][CH2:18][CH3:19])=[O:16])[C:10]2[C:5](=[CH:6][CH:7]=[CH:8][CH:9]=2)[CH2:4][CH2:3][CH2:2]1. The catalyst class is: 3.